From a dataset of Full USPTO retrosynthesis dataset with 1.9M reactions from patents (1976-2016). Predict the reactants needed to synthesize the given product. (1) Given the product [Cl:8][C:33]1[N:32]=[C:31]([NH:30][C@H:26]2[CH2:27][CH2:28][CH2:29][N:24]([S:21]([CH3:20])(=[O:23])=[O:22])[CH2:25]2)[C:36]([C:37]2[N:38]=[C:39]3[CH:45]=[CH:44][NH:43][C:40]3=[N:41][CH:42]=2)=[CH:35][N:34]=1, predict the reactants needed to synthesize it. The reactants are: BrC1C(N[C@H]2CCCC(S(C)(=O)=O)C2)=NC([Cl:8])=NC=1.[CH3:20][S:21]([N:24]1[CH2:29][CH2:28][CH2:27][C@H:26]([NH:30][C:31]2[C:36]([C:37]3[N:38]=[C:39]4[CH:45]=[CH:44][N:43](COCC[Si](C)(C)C)[C:40]4=[N:41][CH:42]=3)=[CH:35][N:34]=[C:33](SC)[N:32]=2)[CH2:25]1)(=[O:23])=[O:22]. (2) Given the product [Cl:35][C:36]1[CH:37]=[C:38](/[CH:39]=[CH:15]\[CH2:14][CH2:13][N:4]2[C:5](=[O:12])[C:6]3[C:11](=[CH:10][CH:9]=[CH:8][CH:7]=3)[C:3]2=[O:2])[CH:41]=[CH:42][CH:43]=1, predict the reactants needed to synthesize it. The reactants are: [Br-].[O:2]=[C:3]1[C:11]2[C:6](=[CH:7][CH:8]=[CH:9][CH:10]=2)[C:5](=[O:12])[N:4]1[CH2:13][CH2:14][CH2:15][P+](C1C=CC=CC=1)(C1C=CC=CC=1)C1C=CC=CC=1.[Cl:35][C:36]1[CH:37]=[C:38]([CH:41]=[CH:42][CH:43]=1)[CH:39]=O.CC(C)([O-])C.[K+]. (3) Given the product [F:1][C:2]([F:26])([F:25])[CH2:3][NH:4][C:5]([C:7]1([CH2:20][CH2:21][CH2:22][CH2:23][N:32]2[CH2:31][CH2:30][N:29]([C:34]3[CH:43]=[CH:42][C:41]4[C:36](=[CH:37][CH:38]=[CH:39][CH:40]=4)[N:35]=3)[CH:28]([CH3:27])[CH2:33]2)[C:19]2[CH:18]=[CH:17][CH:16]=[CH:15][C:14]=2[C:13]2[C:8]1=[CH:9][CH:10]=[CH:11][CH:12]=2)=[O:6], predict the reactants needed to synthesize it. The reactants are: [F:1][C:2]([F:26])([F:25])[CH2:3][NH:4][C:5]([C:7]1([CH2:20][CH2:21][CH2:22][CH2:23]Br)[C:19]2[CH:18]=[CH:17][CH:16]=[CH:15][C:14]=2[C:13]2[C:8]1=[CH:9][CH:10]=[CH:11][CH:12]=2)=[O:6].[CH3:27][CH:28]1[CH2:33][NH:32][CH2:31][CH2:30][N:29]1[C:34]1[CH:43]=[CH:42][C:41]2[C:36](=[CH:37][CH:38]=[CH:39][CH:40]=2)[N:35]=1. (4) Given the product [Cl:1][C:2]1[CH:7]=[C:6]([N+:8]([O-:10])=[O:9])[CH:5]=[CH:4][C:3]=1[O:12][C:13]1[CH:14]=[C:15]([CH:18]=[CH:19][CH:20]=1)[C:16]#[N:17], predict the reactants needed to synthesize it. The reactants are: [Cl:1][C:2]1[CH:7]=[C:6]([N+:8]([O-:10])=[O:9])[CH:5]=[CH:4][C:3]=1F.[OH:12][C:13]1[CH:14]=[C:15]([CH:18]=[CH:19][CH:20]=1)[C:16]#[N:17].C(=O)([O-])[O-].[K+].[K+].O.